Dataset: Catalyst prediction with 721,799 reactions and 888 catalyst types from USPTO. Task: Predict which catalyst facilitates the given reaction. (1) Reactant: [CH3:1][O:2][C:3]1[CH:12]=[CH:11][C:10]2[C:5](=[CH:6][CH:7]=[C:8]([C:13]3[CH:18]=[CH:17][C:16]([O:19][CH3:20])=[CH:15][CH:14]=3)[CH:9]=2)[C:4]=1Br.C([Li])CCC.C1C=CC(S(N(S(C2C=CC=CC=2)(=O)=O)[F:37])(=O)=O)=CC=1. Product: [CH3:1][O:2][C:3]1[CH:12]=[CH:11][C:10]2[C:5](=[CH:6][CH:7]=[C:8]([C:13]3[CH:18]=[CH:17][C:16]([O:19][CH3:20])=[CH:15][CH:14]=3)[CH:9]=2)[C:4]=1[F:37]. The catalyst class is: 20. (2) Reactant: [NH2:1][C:2]1[CH:3]=[C:4]2[C:9](=[CH:10][CH:11]=1)[N:8]=[CH:7][C:6]([C:12]#[N:13])=[C:5]2[NH:14][C:15]1[CH:20]=[CH:19][C:18]([F:21])=[C:17]([Cl:22])[CH:16]=1.[Br:23][C:24]1[CH:25]=[CH:26][C:27]([O:32][CH2:33][CH2:34][O:35][CH3:36])=[C:28]([CH:31]=1)[CH:29]=O.[BH3-]C#N.[Na+]. Product: [Br:23][C:24]1[CH:25]=[CH:26][C:27]([O:32][CH2:33][CH2:34][O:35][CH3:36])=[C:28]([CH:31]=1)[CH2:29][NH:1][C:2]1[CH:3]=[C:4]2[C:9](=[CH:10][CH:11]=1)[N:8]=[CH:7][C:6]([C:12]#[N:13])=[C:5]2[NH:14][C:15]1[CH:20]=[CH:19][C:18]([F:21])=[C:17]([Cl:22])[CH:16]=1. The catalyst class is: 14. (3) Reactant: [Cl:1][C:2]1[C:7]([CH:8]=[O:9])=[C:6](Cl)[N:5]=[CH:4][N:3]=1.[NH3:11].CO. Product: [NH2:11][C:6]1[C:7]([CH:8]=[O:9])=[C:2]([Cl:1])[N:3]=[CH:4][N:5]=1. The catalyst class is: 11. (4) Reactant: C(OC([NH:8][C:9]1[CH:14]=[CH:13][CH:12]=[CH:11][C:10]=1[NH:15][C:16](=[O:29])[C:17]1[CH:22]=[CH:21][C:20]([C:23]2[CH:28]=[CH:27][N:26]=[CH:25][CH:24]=2)=[CH:19][CH:18]=1)=O)(C)(C)C.[ClH:30]. Product: [NH2:8][C:9]1[CH:14]=[CH:13][CH:12]=[CH:11][C:10]=1[NH:15][C:16](=[O:29])[C:17]1[CH:22]=[CH:21][C:20]([C:23]2[CH:24]=[CH:25][N:26]=[CH:27][CH:28]=2)=[CH:19][CH:18]=1.[ClH:30]. The catalyst class is: 12. (5) Reactant: [CH3:1][Mg]Br.[C:4]([C:7]1[N:8]([CH2:23][C:24]2[CH:25]=[N:26][C:27]([Cl:32])=[C:28]([CH2:30][OH:31])[CH:29]=2)[C:9]([CH3:22])=[C:10]([C:14]2[CH:19]=[CH:18][C:17]([C:20]#[N:21])=[CH:16][CH:15]=2)[C:11]=1[C:12]#[N:13])(=[O:6])[CH3:5].[Cl-].[Na+]. Product: [Cl:32][C:27]1[N:26]=[CH:25][C:24]([CH2:23][N:8]2[C:9]([CH3:22])=[C:10]([C:14]3[CH:15]=[CH:16][C:17]([C:20]#[N:21])=[CH:18][CH:19]=3)[C:11]([C:12]#[N:13])=[C:7]2[C:4]([OH:6])([CH3:1])[CH3:5])=[CH:29][C:28]=1[CH2:30][OH:31]. The catalyst class is: 1. (6) Reactant: [Cl-].[NH4+].[Cl:3][C:4]1[C:5]([O:21][C:22]2[CH:23]=[N:24][CH:25]=[CH:26][CH:27]=2)=[C:6]([C:8]([N+:18]([O-])=O)=[CH:9][C:10]=1[O:11][C:12]1[CH:13]=[N:14][CH:15]=[CH:16][CH:17]=1)[NH2:7]. The catalyst class is: 406. Product: [Cl:3][C:4]1[C:5]([O:21][C:22]2[CH:23]=[N:24][CH:25]=[CH:26][CH:27]=2)=[C:6]([NH2:7])[C:8]([NH2:18])=[CH:9][C:10]=1[O:11][C:12]1[CH:13]=[N:14][CH:15]=[CH:16][CH:17]=1.